This data is from CYP1A2 inhibition data for predicting drug metabolism from PubChem BioAssay. The task is: Regression/Classification. Given a drug SMILES string, predict its absorption, distribution, metabolism, or excretion properties. Task type varies by dataset: regression for continuous measurements (e.g., permeability, clearance, half-life) or binary classification for categorical outcomes (e.g., BBB penetration, CYP inhibition). Dataset: cyp1a2_veith. The drug is CC(Sc1nc(-c2ccccc2)cc(C(F)(F)F)n1)C(=O)N1CCCCC1. The result is 1 (inhibitor).